This data is from Full USPTO retrosynthesis dataset with 1.9M reactions from patents (1976-2016). The task is: Predict the reactants needed to synthesize the given product. (1) Given the product [C:22]([C:21]1[CH:24]=[C:17]([C:15]2[S:14][N:13]=[C:12]([C:4]3[C:3]([CH2:1][CH3:2])=[C:8]([CH2:9][CH2:10][N:29]4[CH2:36][CH2:35][CH2:34][C@H:30]4[C:31]([OH:33])=[O:32])[CH:7]=[CH:6][CH:5]=3)[N:16]=2)[CH:18]=[CH:19][C:20]=1[CH2:25][CH:26]([CH3:28])[CH3:27])#[N:23], predict the reactants needed to synthesize it. The reactants are: [CH2:1]([C:3]1[C:8]([CH2:9][CH:10]=O)=[CH:7][CH:6]=[CH:5][C:4]=1[C:12]1[N:16]=[C:15]([C:17]2[CH:18]=[CH:19][C:20]([CH2:25][CH:26]([CH3:28])[CH3:27])=[C:21]([CH:24]=2)[C:22]#[N:23])[S:14][N:13]=1)[CH3:2].[NH:29]1[CH2:36][CH2:35][CH2:34][C@H:30]1[C:31]([OH:33])=[O:32].C([BH3-])#N.[Na+]. (2) Given the product [Br:1][C:2]1[CH:7]=[CH:6][C:5]2[N:8]=[C:9]([C:10]3[CH:15]=[CH:14][C:13]([S:16]([CH3:19])(=[O:18])=[O:17])=[CH:12][C:11]=3[F:20])[S:21][C:4]=2[CH:3]=1, predict the reactants needed to synthesize it. The reactants are: [Br:1][C:2]1[CH:7]=[CH:6][C:5]([NH:8][C:9](=[S:21])[C:10]2[CH:15]=[CH:14][C:13]([S:16]([CH3:19])(=[O:18])=[O:17])=[CH:12][C:11]=2[F:20])=[C:4](F)[CH:3]=1.C([O-])([O-])=O.[Na+].[Na+].CCOC(C)=O.O. (3) Given the product [Br:1][C:2]1[CH:3]=[N:4][C:5]([C:11]2[CH:12]=[CH:13][CH:14]=[CH:15][C:10]=2[Cl:9])=[N:6][CH:7]=1, predict the reactants needed to synthesize it. The reactants are: [Br:1][C:2]1[CH:3]=[N:4][C:5](I)=[N:6][CH:7]=1.[Cl:9][C:10]1[CH:15]=[CH:14][CH:13]=[CH:12][C:11]=1B(O)O. (4) Given the product [F:1][C:2]1[C:3]([CH2:8][C:9]([O:11][CH2:12][CH3:13])=[O:10])=[N:4][CH:5]=[CH:6][CH:7]=1, predict the reactants needed to synthesize it. The reactants are: [F:1][C:2]1[C:3]([CH:8](C(OCC)=O)[C:9]([O:11][CH2:12][CH3:13])=[O:10])=[N:4][CH:5]=[CH:6][CH:7]=1.[Cl-].[Na+].O. (5) Given the product [CH2:17]([O:18][C:19]([CH:15]=[C:9]1[CH2:10][CH2:11][C:6]2([O:13][CH2:3][CH2:4][O:5]2)[CH2:7][CH2:8]1)=[O:14])[CH3:16], predict the reactants needed to synthesize it. The reactants are: [H-].[Na+].[CH2:3]1[O:13][C:6]2([CH2:11][CH2:10][C:9](=O)[CH2:8][CH2:7]2)[O:5][CH2:4]1.[OH2:14].[CH2:15]1[CH2:19][O:18][CH2:17][CH2:16]1. (6) The reactants are: [F:1][C:2]1[CH:10]=[CH:9][CH:8]=[C:7]([F:11])[C:3]=1[C:4](Cl)=[O:5].[CH2:12]([NH:14][CH2:15][C:16]([CH2:22][NH:23][C:24]1[CH:32]=[CH:31][CH:30]=[C:29]2[C:25]=1[CH:26]=[N:27][N:28]2[C:33]1[CH:38]=[CH:37][C:36]([F:39])=[CH:35][CH:34]=1)([OH:21])[C:17]([F:20])([F:19])[F:18])[CH3:13]. Given the product [CH2:12]([N:14]([CH2:15][C:16]([CH2:22][NH:23][C:24]1[CH:32]=[CH:31][CH:30]=[C:29]2[C:25]=1[CH:26]=[N:27][N:28]2[C:33]1[CH:34]=[CH:35][C:36]([F:39])=[CH:37][CH:38]=1)([OH:21])[C:17]([F:19])([F:20])[F:18])[C:4](=[O:5])[C:3]1[C:2]([F:1])=[CH:10][CH:9]=[CH:8][C:7]=1[F:11])[CH3:13], predict the reactants needed to synthesize it.